This data is from Full USPTO retrosynthesis dataset with 1.9M reactions from patents (1976-2016). The task is: Predict the reactants needed to synthesize the given product. Given the product [C:1]([O:5][C:6]([N:8]1[CH2:13][CH2:12][CH:11]=[C:10]([C:14]2[CH:22]=[CH:21][C:20]([C:23]([OH:25])=[O:24])=[C:19]3[C:15]=2[CH:16]=[C:17]([CH3:37])[NH:18]3)[CH2:9]1)=[O:7])([CH3:4])([CH3:3])[CH3:2], predict the reactants needed to synthesize it. The reactants are: [C:1]([O:5][C:6]([N:8]1[CH2:13][CH2:12][CH:11]=[C:10]([C:14]2[CH:22]=[CH:21][C:20]([C:23]([O:25]C)=[O:24])=[C:19]3[C:15]=2[CH:16]=[C:17]([CH3:37])[N:18]3S(C2C=CC(C)=CC=2)(=O)=O)[CH2:9]1)=[O:7])([CH3:4])([CH3:3])[CH3:2].[Li+].[OH-].